Task: Predict the reaction yield, written as a fraction of the theoretical maximum amount of product (1.0 means a 100% yield; for example, 0.34 means a 34% yield).. Dataset: Reaction yield outcomes from USPTO patents with 853,638 reactions (1) The reactants are [O:1]=[C:2]1[NH:7][C:6]2[CH:8]=[C:9]([C:12](OC)=[O:13])[CH:10]=[N:11][C:5]=2[N:4]2[CH2:16][CH2:17][CH2:18][C@@H:3]12.[H-].[Na+].[H-].[H-].[H-].[H-].[Li+].[Al+3]. The catalyst is C1COCC1. The product is [OH:13][CH2:12][C:9]1[CH:10]=[N:11][C:5]2[N:4]3[CH2:16][CH2:17][CH2:18][C@H:3]3[C:2](=[O:1])[NH:7][C:6]=2[CH:8]=1. The yield is 0.740. (2) The reactants are [Cl:1][C:2]1[CH:7]=[CH:6][C:5]([CH2:8][C:9]([OH:11])=[O:10])=[CH:4][CH:3]=1.[CH3:12]O. The catalyst is OS(O)(=O)=O. The product is [Cl:1][C:2]1[CH:3]=[CH:4][C:5]([CH2:8][C:9]([O:11][CH3:12])=[O:10])=[CH:6][CH:7]=1. The yield is 0.920. (3) The yield is 0.920. The product is [CH2:1]([C:3]1[C:12]2[C:7](=[CH:8][CH:9]=[C:10]([O:13][S:27]([C:30]([F:33])([F:32])[F:31])(=[O:29])=[O:28])[CH:11]=2)[N:6]=[CH:5][CH:4]=1)[CH3:2]. The catalyst is C1COCC1. The reactants are [CH2:1]([C:3]1[C:12]2[C:7](=[CH:8][CH:9]=[C:10]([OH:13])[CH:11]=2)[N:6]=[CH:5][CH:4]=1)[CH3:2].C(=O)([O-])[O-].[K+].[K+].C1C=CC(N([S:27]([C:30]([F:33])([F:32])[F:31])(=[O:29])=[O:28])[S:27]([C:30]([F:33])([F:32])[F:31])(=[O:29])=[O:28])=CC=1.